The task is: Predict which catalyst facilitates the given reaction.. This data is from Catalyst prediction with 721,799 reactions and 888 catalyst types from USPTO. (1) Reactant: [O:1]=[C:2]1[C:10]2[C:5](=[CH:6][CH:7]=[C:8]([O:11][CH2:12][CH2:13][N:14]3[CH2:19][CH2:18][N:17](C(OC(C)(C)C)=O)[CH2:16][CH2:15]3)[CH:9]=2)[C:4]([C:27]2[CH:32]=[CH:31][CH:30]=[CH:29][CH:28]=2)=[C:3]1[C:33]1[CH:34]=[N:35][CH:36]=[CH:37][CH:38]=1.C(O)(C(F)(F)F)=O.[OH-].[Na+]. Product: [N:14]1([CH2:13][CH2:12][O:11][C:8]2[CH:9]=[C:10]3[C:5]([C:4]([C:27]4[CH:28]=[CH:29][CH:30]=[CH:31][CH:32]=4)=[C:3]([C:33]4[CH:34]=[N:35][CH:36]=[CH:37][CH:38]=4)[C:2]3=[O:1])=[CH:6][CH:7]=2)[CH2:15][CH2:16][NH:17][CH2:18][CH2:19]1. The catalyst class is: 2. (2) Reactant: [Br:1]N1C(=O)CCC1=O.[Cl:9][C:10]1[C:11]2[N:12]([C:16]([CH:19]3[CH2:39][N:23]4[C:24](=[O:38])[CH2:25][N:26]([C:28]([O:30][CH2:31][C:32]5[CH:37]=[CH:36][CH:35]=[CH:34][CH:33]=5)=[O:29])[CH2:27][CH:22]4[CH2:21][CH2:20]3)=[N:17][CH:18]=2)[CH:13]=[CH:14][N:15]=1. Product: [Br:1][C:18]1[N:17]=[C:16]([C@H:19]2[CH2:39][N:23]3[C:24](=[O:38])[CH2:25][N:26]([C:28]([O:30][CH2:31][C:32]4[CH:37]=[CH:36][CH:35]=[CH:34][CH:33]=4)=[O:29])[CH2:27][C@H:22]3[CH2:21][CH2:20]2)[N:12]2[CH:13]=[CH:14][N:15]=[C:10]([Cl:9])[C:11]=12. The catalyst class is: 3. (3) Reactant: [CH2:1]([Si:4]([CH2:29][CH:30]=[CH2:31])([CH2:26][CH:27]=[CH2:28])[CH2:5][CH2:6][CH2:7][Si:8]([CH2:13][CH2:14][CH2:15][Si:16]([CH2:23][CH:24]=[CH2:25])([CH2:20][CH:21]=[CH2:22])[CH2:17][CH:18]=[CH2:19])([O:11][CH3:12])OC)[CH:2]=[CH2:3].[C:32]([Li])([CH3:35])([CH3:34])[CH3:33]. Product: [CH2:1]([Si:4]([CH2:29][CH:30]=[CH2:31])([CH2:26][CH:27]=[CH2:28])[CH2:5][CH2:6][CH2:7][Si:8]([CH2:13][CH2:14][CH2:15][Si:16]([CH2:17][CH:18]=[CH2:19])([CH2:20][CH:21]=[CH2:22])[CH2:23][CH:24]=[CH2:25])([C:32]([CH3:35])([CH3:34])[CH3:33])[O:11][CH3:12])[CH:2]=[CH2:3]. The catalyst class is: 605. (4) Product: [N:1]1[C:6]2[CH:7]=[CH:8][CH:9]=[CH:10][C:5]=2[N:4]=[C:3]([N:11]2[CH2:12][CH2:13][CH:14]([C:17]([NH:19][C:20]3[CH:29]=[CH:28][CH:27]=[CH:26][C:21]=3[C:22]([OH:24])=[O:23])=[O:18])[CH2:15][CH2:16]2)[N:2]=1. Reactant: [N:1]1[C:6]2[CH:7]=[CH:8][CH:9]=[CH:10][C:5]=2[N:4]=[C:3]([N:11]2[CH2:16][CH2:15][CH:14]([C:17]([NH:19][C:20]3[CH:29]=[CH:28][CH:27]=[CH:26][C:21]=3[C:22]([O:24]C)=[O:23])=[O:18])[CH2:13][CH2:12]2)[N:2]=1.C(=O)([O-])[O-].[Na+].[Na+]. The catalyst class is: 38.